This data is from Catalyst prediction with 721,799 reactions and 888 catalyst types from USPTO. The task is: Predict which catalyst facilitates the given reaction. (1) Reactant: [Br:1]Br.[CH2:3]([C:10]1[N:15]=[C:14]([OH:16])[CH:13]=[CH:12][CH:11]=1)[C:4]1[CH:9]=[CH:8][CH:7]=[CH:6][CH:5]=1.S(=O)(=O)(O)[O-].[Na+]. Product: [CH2:3]([C:10]1[N:15]=[C:14]([OH:16])[C:13]([Br:1])=[CH:12][CH:11]=1)[C:4]1[CH:9]=[CH:8][CH:7]=[CH:6][CH:5]=1. The catalyst class is: 2. (2) Reactant: [CH2:1]([O:3][CH:4]([O:12][CH2:13][CH3:14])[CH2:5][O:6][CH2:7][CH2:8][CH2:9][CH2:10][OH:11])[CH3:2].[Cl:15][C:16]1[CH:21]=[C:20]([O:22][CH2:23][CH:24]=[C:25]([Cl:27])[Cl:26])[CH:19]=[C:18]([Cl:28])[C:17]=1O.C1(P(C2C=CC=CC=2)C2C=CC=CC=2)C=CC=CC=1.CC(OC(/N=N/C(OC(C)C)=O)=O)C. Product: [Cl:15][C:16]1[CH:21]=[C:20]([O:22][CH2:23][CH:24]=[C:25]([Cl:27])[Cl:26])[CH:19]=[C:18]([Cl:28])[C:17]=1[O:11][CH2:10][CH2:9][CH2:8][CH2:7][O:6][CH2:5][CH:4]([O:3][CH2:1][CH3:2])[O:12][CH2:13][CH3:14]. The catalyst class is: 7. (3) Reactant: [C:1]([OH:8])(=[O:7])[CH2:2][CH2:3][C:4]([OH:6])=[O:5].[CH3:9][O:10][C:11]1[CH:12]=[C:13]2[CH2:22][CH:21]([CH2:23][CH:24]3[CH2:29][CH2:28][N:27]([CH2:30][C:31]4[CH:32]=[CH:33][CH:34]=[CH:35][CH:36]=4)[CH2:26][CH2:25]3)[C:19](=[O:20])[C:14]2=[CH:15][C:16]=1[O:17][CH3:18]. Product: [CH3:9][O:10][C:11]1[CH:12]=[C:13]2[CH2:22][CH:21]([CH2:23][CH:24]3[CH2:25][CH2:26][N:27]([CH2:30][C:31]4[CH:36]=[CH:35][CH:34]=[CH:33][CH:32]=4)[CH2:28][CH2:29]3)[C:19](=[O:20])[C:14]2=[CH:15][C:16]=1[O:17][CH3:18].[C:1]([O-:8])(=[O:7])[CH2:2][CH2:3][C:4]([O-:6])=[O:5]. The catalyst class is: 7. (4) Reactant: [CH3:1][C:2]1[CH:3]=[C:4]([C:35](O)=[O:36])[S:5][C:6]=1[C:7]1[CH:8]=[C:9]2[C:14](=[C:15]([O:17]COCC[Si](C)(C)C)[CH:16]=1)[N:13]=[CH:12][N:11](COCC[Si](C)(C)C)[C:10]2=[O:34].[NH:38]1[CH2:43][CH2:42][CH2:41][CH2:40][CH2:39]1.C(N(CC)C(C)C)(C)C.F[P-](F)(F)(F)(F)F.N1(OC(N(C)C)=[N+](C)C)C2N=CC=CC=2N=N1. Product: [OH:17][C:15]1[CH:16]=[C:7]([C:6]2[S:5][C:4]([C:35]([N:38]3[CH2:43][CH2:42][CH2:41][CH2:40][CH2:39]3)=[O:36])=[CH:3][C:2]=2[CH3:1])[CH:8]=[C:9]2[C:14]=1[N:13]=[CH:12][NH:11][C:10]2=[O:34]. The catalyst class is: 9. (5) Reactant: [NH2:1][CH2:2][CH2:3][O:4][CH2:5][CH:6]1[CH2:12][CH:11]2[N:13]([C:14]3[C:15]4[C:22]([C:23]5[CH:28]=[CH:27][CH:26]=[CH:25][CH:24]=5)=[C:21]([C:29]([NH:31][CH:32]([CH3:34])[CH3:33])=[O:30])[S:20][C:16]=4[N:17]=[CH:18][N:19]=3)[CH:8]([CH2:9][CH2:10]2)[CH2:7]1.C(N(CC)CC)C.[CH3:42][S:43](Cl)(=[O:45])=[O:44]. Product: [CH:32]([NH:31][C:29]([C:21]1[S:20][C:16]2[N:17]=[CH:18][N:19]=[C:14]([N:13]3[CH:11]4[CH2:10][CH2:9][CH:8]3[CH2:7][CH:6]([CH2:5][O:4][CH2:3][CH2:2][NH:1][S:43]([CH3:42])(=[O:45])=[O:44])[CH2:12]4)[C:15]=2[C:22]=1[C:23]1[CH:28]=[CH:27][CH:26]=[CH:25][CH:24]=1)=[O:30])([CH3:34])[CH3:33]. The catalyst class is: 2.